Dataset: Peptide-MHC class I binding affinity with 185,985 pairs from IEDB/IMGT. Task: Regression. Given a peptide amino acid sequence and an MHC pseudo amino acid sequence, predict their binding affinity value. This is MHC class I binding data. (1) The peptide sequence is GLAEKPNDY. The MHC is HLA-B39:01 with pseudo-sequence HLA-B39:01. The binding affinity (normalized) is 0.0847. (2) The peptide sequence is GFKLRSAVM. The MHC is HLA-B27:03 with pseudo-sequence HLA-B27:03. The binding affinity (normalized) is 0.0847. (3) The peptide sequence is RVCWLHECT. The MHC is HLA-A02:01 with pseudo-sequence HLA-A02:01. The binding affinity (normalized) is 0. (4) The peptide sequence is NQECWDSVF. The MHC is HLA-B46:01 with pseudo-sequence HLA-B46:01. The binding affinity (normalized) is 0.0847. (5) The peptide sequence is KSEIYVAW. The MHC is Mamu-B52 with pseudo-sequence Mamu-B52. The binding affinity (normalized) is 0.731. (6) The peptide sequence is LLLMRTTWAF. The MHC is HLA-B15:01 with pseudo-sequence HLA-B15:01. The binding affinity (normalized) is 0.980.